From a dataset of Full USPTO retrosynthesis dataset with 1.9M reactions from patents (1976-2016). Predict the reactants needed to synthesize the given product. (1) Given the product [F:30][C:18]([F:17])([F:29])[C:19]1[CH:20]=[C:21]2[C:25](=[CH:26][CH:27]=1)[NH:24][N:23]=[C:22]2[NH:28][C:1]([NH2:3])=[S:2], predict the reactants needed to synthesize it. The reactants are: [C:1](N1C=CC=CC1=O)([N:3]1C=CC=CC1=O)=[S:2].[F:17][C:18]([F:30])([F:29])[C:19]1[CH:20]=[C:21]2[C:25](=[CH:26][CH:27]=1)[NH:24][N:23]=[C:22]2[NH2:28].[NH4+].[OH-]. (2) The reactants are: CC1(C)C(C)(C)OB([C:9]2[CH:17]=[CH:16][CH:15]=[C:14]3[C:10]=2[CH:11]=[CH:12][N:13]3[Si:18]([CH:25]([CH3:27])[CH3:26])([CH:22]([CH3:24])[CH3:23])[CH:19]([CH3:21])[CH3:20])O1.[Br:29][C:30]1[CH:35]=[C:34]([O:36][CH2:37][C:38]2[CH:43]=[CH:42][C:41]([O:44][CH3:45])=[CH:40][CH:39]=2)[CH:33]=[C:32](I)[CH:31]=1.C(=O)([O-])[O-].[Na+].[Na+].CCOC(C)=O. Given the product [Br:29][C:30]1[CH:31]=[C:32]([C:9]2[CH:17]=[CH:16][CH:15]=[C:14]3[C:10]=2[CH:11]=[CH:12][N:13]3[Si:18]([CH:25]([CH3:26])[CH3:27])([CH:22]([CH3:23])[CH3:24])[CH:19]([CH3:21])[CH3:20])[CH:33]=[C:34]([O:36][CH2:37][C:38]2[CH:39]=[CH:40][C:41]([O:44][CH3:45])=[CH:42][CH:43]=2)[CH:35]=1, predict the reactants needed to synthesize it. (3) The reactants are: [F:1][C:2]1[CH:9]=[CH:8][C:5]([CH:6]=O)=[CH:4][N:3]=1.[CH3:10][O:11][C:12]1[CH:13]=[C:14]([CH:16]=[CH:17][CH:18]=1)[NH2:15]. Given the product [F:1][C:2]1[N:3]=[CH:4][C:5]([CH:6]=[N:15][C:14]2[CH:16]=[CH:17][CH:18]=[C:12]([O:11][CH3:10])[CH:13]=2)=[CH:8][CH:9]=1, predict the reactants needed to synthesize it. (4) Given the product [N+:24]([C:27]1[CH:42]=[CH:41][CH:40]=[CH:39][C:28]=1[O:29][CH2:30][CH2:31][O:32][CH2:33][CH2:34][O:35][S:16]([CH3:19])(=[O:17])=[O:15])([O-:26])=[O:25], predict the reactants needed to synthesize it. The reactants are: [N+](C1C=CC=CC=1OCCOCCOCC[O:15][S:16]([CH3:19])(=O)=[O:17])([O-])=O.[N+:24]([C:27]1[CH:42]=[CH:41][CH:40]=[CH:39][C:28]=1[O:29][CH2:30][CH2:31][O:32][CH2:33][CH2:34][O:35]CCO)([O-:26])=[O:25].CCOC(C)=O.